From a dataset of Catalyst prediction with 721,799 reactions and 888 catalyst types from USPTO. Predict which catalyst facilitates the given reaction. Reactant: [C:1]([O:5][C:6]([N:8]1[C@@H:12]([CH2:13][OH:14])[CH2:11][CH2:10][C@H:9]1[C:15](=[O:28])[NH:16][C:17]1[CH:22]=[CH:21][CH:20]=[C:19]([O:23][C:24]([F:27])([F:26])[F:25])[CH:18]=1)=[O:7])([CH3:4])([CH3:3])[CH3:2].CCN(CC)CC.[S:36](Cl)([CH3:39])(=[O:38])=[O:37].Cl. Product: [C:1]([O:5][C:6]([N:8]1[C@H:9]([C:15](=[O:28])[NH:16][C:17]2[CH:22]=[CH:21][CH:20]=[C:19]([O:23][C:24]([F:25])([F:26])[F:27])[CH:18]=2)[CH2:10][CH2:11][C@@H:12]1[CH2:13][O:14][S:36]([CH3:39])(=[O:38])=[O:37])=[O:7])([CH3:4])([CH3:2])[CH3:3]. The catalyst class is: 2.